From a dataset of Reaction yield outcomes from USPTO patents with 853,638 reactions. Predict the reaction yield, written as a fraction of the theoretical maximum amount of product (1.0 means a 100% yield; for example, 0.34 means a 34% yield). The reactants are NC1(C2C=CC(C3C(=O)C4C(=CC=C(F)C=4)OC=3C3C=CC=CC=3)=CC=2)CCC1.C(OC(=O)[NH:36][C:37]1([C:41]2[CH:46]=[CH:45][C:44]([C:47]3[C:60](=[O:61])[C:59]4[CH:58]=[C:57]5[C:52]([O:53][CH2:54][CH2:55][O:56]5)=[CH:51][C:50]=4[O:49][C:48]=3[C:62]3[CH:67]=[CH:66][CH:65]=[CH:64][CH:63]=3)=[CH:43][CH:42]=2)[CH2:40][CH2:39][CH2:38]1)(C)(C)C. No catalyst specified. The product is [NH2:36][C:37]1([C:41]2[CH:42]=[CH:43][C:44]([C:47]3[C:60](=[O:61])[C:59]4[CH:58]=[C:57]5[C:52]([O:53][CH2:54][CH2:55][O:56]5)=[CH:51][C:50]=4[O:49][C:48]=3[C:62]3[CH:67]=[CH:66][CH:65]=[CH:64][CH:63]=3)=[CH:45][CH:46]=2)[CH2:40][CH2:39][CH2:38]1. The yield is 0.510.